This data is from Forward reaction prediction with 1.9M reactions from USPTO patents (1976-2016). The task is: Predict the product of the given reaction. (1) Given the reactants I[C:2]1[C:10]2[CH:9]=[N:8][CH:7]=[N:6][C:5]=2[N:4]([C@H:11]([CH3:20])[CH2:12][O:13][CH:14]2[CH2:19][CH2:18][CH2:17][CH2:16][O:15]2)[CH:3]=1.[Br:21][C:22]1[CH:23]=[N:24][CH:25]=[C:26]([CH:33]=1)[C:27](N(OC)C)=[O:28], predict the reaction product. The product is: [Br:21][C:22]1[CH:33]=[C:26]([C:27]([C:2]2[C:10]3[CH:9]=[N:8][CH:7]=[N:6][C:5]=3[N:4]([C@H:11]([CH3:20])[CH2:12][O:13][CH:14]3[CH2:19][CH2:18][CH2:17][CH2:16][O:15]3)[CH:3]=2)=[O:28])[CH:25]=[N:24][CH:23]=1. (2) Given the reactants [CH:1]([C:4]1[C:12]2[C:7](=[CH:8][CH:9]=[C:10]([O:13][C:14]3[C:26]([C:27]([F:30])([F:29])[F:28])=[CH:25][C:17]([CH:18]=[CH:19][C:20]([O:22]CC)=[O:21])=[CH:16][C:15]=3[C:31]([F:34])([F:33])[F:32])[CH:11]=2)[NH:6][CH:5]=1)([CH3:3])[CH3:2].[OH-].[Na+].Cl.C(OCC)(=O)C, predict the reaction product. The product is: [CH:1]([C:4]1[C:12]2[C:7](=[CH:8][CH:9]=[C:10]([O:13][C:14]3[C:26]([C:27]([F:28])([F:29])[F:30])=[CH:25][C:17]([CH:18]=[CH:19][C:20]([OH:22])=[O:21])=[CH:16][C:15]=3[C:31]([F:34])([F:32])[F:33])[CH:11]=2)[NH:6][CH:5]=1)([CH3:3])[CH3:2].